Predict the reactants needed to synthesize the given product. From a dataset of Full USPTO retrosynthesis dataset with 1.9M reactions from patents (1976-2016). (1) The reactants are: O.C1(C)C=CC(S(O)(=O)=O)=CC=1.[C:13]1([C:30]2[CH:35]=[CH:34][CH:33]=[CH:32][CH:31]=2)[CH:18]=[CH:17][CH:16]=[CH:15][C:14]=1[C:19]1[CH:27]=[CH:26][CH:25]=[C:24]2[C:20]=1[CH2:21][CH:22]([CH3:29])[CH:23]2O. Given the product [C:13]1([C:30]2[CH:31]=[CH:32][CH:33]=[CH:34][CH:35]=2)[CH:18]=[CH:17][CH:16]=[CH:15][C:14]=1[C:19]1[CH:27]=[CH:26][CH:25]=[C:24]2[C:20]=1[CH2:21][C:22]([CH3:29])=[CH:23]2, predict the reactants needed to synthesize it. (2) Given the product [C:19]([CH2:18][CH:17]([NH:16][C:7](=[O:9])[C:6]1[CH:10]=[C:2]([Br:1])[CH:3]=[CH:4][C:5]=1[O:11][C:12]([F:15])([F:14])[F:13])[CH2:21][C:22]1[C:30]2[C:25](=[CH:26][CH:27]=[CH:28][CH:29]=2)[NH:24][CH:23]=1)#[N:20], predict the reactants needed to synthesize it. The reactants are: [Br:1][C:2]1[CH:3]=[CH:4][C:5]([O:11][C:12]([F:15])([F:14])[F:13])=[C:6]([CH:10]=1)[C:7]([OH:9])=O.[NH2:16][CH:17]([CH2:21][C:22]1[C:30]2[C:25](=[CH:26][CH:27]=[CH:28][CH:29]=2)[NH:24][CH:23]=1)[CH2:18][C:19]#[N:20].C1C=CC2N(O)N=NC=2C=1.CCN=C=NCCCN(C)C.Cl. (3) Given the product [CH2:26]([C@@:20]12[CH2:21][CH2:22][C:23](=[O:25])[CH2:24][C@@H:19]1[C:18](=[O:33])[O:17][CH2:16][C:15]1[CH:34]=[C:11]([C:9]([NH:8][C:7]3[C:2]([CH3:1])=[N:3][CH:4]=[CH:5][CH:6]=3)=[O:10])[CH:12]=[CH:13][C:14]2=1)[C:27]1[CH:28]=[CH:29][CH:30]=[CH:31][CH:32]=1, predict the reactants needed to synthesize it. The reactants are: [CH3:1][C:2]1[C:7]([NH:8][C:9]([C:11]2[CH:12]=[CH:13][C:14]3[C@:20]4([CH2:26][C:27]5[CH:32]=[CH:31][CH:30]=[CH:29][CH:28]=5)[CH2:21][CH2:22][C:23](=[O:25])[CH2:24][C@@H:19]4[CH:18]([OH:33])[O:17][CH2:16][C:15]=3[CH:34]=2)=[O:10])=[CH:6][CH:5]=[CH:4][N:3]=1.C[N+]1([O-])CCOCC1.